Dataset: Forward reaction prediction with 1.9M reactions from USPTO patents (1976-2016). Task: Predict the product of the given reaction. Given the reactants [Cl:1][C:2]1[CH:3]=[C:4]2[C:10]([CH:11]3[CH2:15][CH2:14][N:13]([C:16](OC(C)(C)C)=O)[CH2:12]3)=[C:9](I)[NH:8][C:5]2=[N:6][CH:7]=1.Cl, predict the reaction product. The product is: [Cl:1][C:2]1[CH:3]=[C:4]2[C:10]([CH:11]3[CH2:12][CH2:16][NH:13][CH2:14][CH2:15]3)=[C:9]([C:4]3[CH:10]=[CH:9][NH:8][CH:5]=3)[NH:8][C:5]2=[N:6][CH:7]=1.